From a dataset of NCI-60 drug combinations with 297,098 pairs across 59 cell lines. Regression. Given two drug SMILES strings and cell line genomic features, predict the synergy score measuring deviation from expected non-interaction effect. (1) Drug 1: CC1C(C(CC(O1)OC2CC(CC3=C2C(=C4C(=C3O)C(=O)C5=C(C4=O)C(=CC=C5)OC)O)(C(=O)C)O)N)O.Cl. Drug 2: CC1=C(C(CCC1)(C)C)C=CC(=CC=CC(=CC(=O)O)C)C. Cell line: EKVX. Synergy scores: CSS=-3.47, Synergy_ZIP=-0.111, Synergy_Bliss=-4.19, Synergy_Loewe=-10.3, Synergy_HSA=-6.82. (2) Drug 1: CN(C)C1=NC(=NC(=N1)N(C)C)N(C)C. Drug 2: CN(CCCl)CCCl.Cl. Cell line: SK-MEL-28. Synergy scores: CSS=1.04, Synergy_ZIP=3.92, Synergy_Bliss=5.67, Synergy_Loewe=-2.18, Synergy_HSA=-1.17. (3) Drug 1: CC12CCC(CC1=CCC3C2CCC4(C3CC=C4C5=CN=CC=C5)C)O. Drug 2: CC1CCCC2(C(O2)CC(NC(=O)CC(C(C(=O)C(C1O)C)(C)C)O)C(=CC3=CSC(=N3)C)C)C. Cell line: 786-0. Synergy scores: CSS=9.34, Synergy_ZIP=-1.74, Synergy_Bliss=4.97, Synergy_Loewe=3.44, Synergy_HSA=4.03. (4) Drug 1: C1CN1P(=S)(N2CC2)N3CC3. Synergy scores: CSS=-0.0905, Synergy_ZIP=-4.52, Synergy_Bliss=-1.70, Synergy_Loewe=-11.6, Synergy_HSA=-2.68. Drug 2: C1=CC=C(C(=C1)C(C2=CC=C(C=C2)Cl)C(Cl)Cl)Cl. Cell line: HOP-92. (5) Drug 1: C1=CC(=CC=C1CC(C(=O)O)N)N(CCCl)CCCl.Cl. Drug 2: C1CNP(=O)(OC1)N(CCCl)CCCl. Cell line: RPMI-8226. Synergy scores: CSS=22.7, Synergy_ZIP=-3.11, Synergy_Bliss=0.215, Synergy_Loewe=-14.1, Synergy_HSA=-4.46.